From a dataset of Reaction yield outcomes from USPTO patents with 853,638 reactions. Predict the reaction yield, written as a fraction of the theoretical maximum amount of product (1.0 means a 100% yield; for example, 0.34 means a 34% yield). (1) The reactants are [CH:1]([C:4]1[C:5]([CH3:11])=[N+:6]([O-])[CH:7]=[CH:8][CH:9]=1)([CH3:3])[CH3:2].C(OC(C(F)(F)F)=O)(C(F)(F)F)=[O:13]. The catalyst is C(Cl)Cl. The product is [CH:1]([C:4]1[C:5]([CH2:11][OH:13])=[N:6][CH:7]=[CH:8][CH:9]=1)([CH3:3])[CH3:2]. The yield is 0.990. (2) The reactants are [F:1][C:2]1[CH:3]=[C:4]([CH:42]=[CH:43][CH:44]=1)[CH2:5][N:6]1[C:10]([CH3:11])=[C:9]([C:12]2[C:20]3[C:15](=[N:16][CH:17]=[C:18]([C:21]4[CH:22]=[C:23]([CH:38]=[CH:39][CH:40]=4)[O:24][CH:25]4[CH2:30][CH2:29][N:28](C(OC(C)(C)C)=O)[CH2:27][CH2:26]4)[CH:19]=3)[NH:14][CH:13]=2)[C:8]([CH3:41])=[N:7]1. The catalyst is Cl.CO. The product is [F:1][C:2]1[CH:3]=[C:4]([CH:42]=[CH:43][CH:44]=1)[CH2:5][N:6]1[C:10]([CH3:11])=[C:9]([C:12]2[C:20]3[C:15](=[N:16][CH:17]=[C:18]([C:21]4[CH:40]=[CH:39][CH:38]=[C:23]([O:24][CH:25]5[CH2:26][CH2:27][NH:28][CH2:29][CH2:30]5)[CH:22]=4)[CH:19]=3)[NH:14][CH:13]=2)[C:8]([CH3:41])=[N:7]1. The yield is 0.402. (3) The reactants are [CH3:1][Si:2]([CH3:10])([CH3:9])[O:3][C:4]([CH3:8])([C:6]#[CH:7])[CH3:5].[Li]CCCC.CON(C)[C:19](=[O:26])[C:20]1[CH:25]=[CH:24][N:23]=[CH:22][CH:21]=1. The catalyst is C1COCC1. The product is [CH3:5][C:4]([O:3][Si:2]([CH3:10])([CH3:9])[CH3:1])([CH3:8])[C:6]#[C:7][C:19]([C:20]1[CH:25]=[CH:24][N:23]=[CH:22][CH:21]=1)=[O:26]. The yield is 0.270. (4) The reactants are [K].N1C=CN=C1.FC(F)=C(F)F.FC(F)(F)C(OCC)=O.[F:22][C:23]([N:28]1[CH:32]=[CH:31][N:30]=[CH:29]1)(F)[CH:24]([F:26])[F:25]. The catalyst is O1CCCC1. The product is [F:22][C:23]([N:28]1[CH:32]=[CH:31][N:30]=[CH:29]1)=[C:24]([F:26])[F:25]. The yield is 0.550. (5) The reactants are [CH3:1][C:2]1([CH3:18])[CH2:5][C:4]([C:12]([O:14]C(C)C)=[O:13])([C:6]([O:8]C(C)C)=[O:7])[CH2:3]1.[OH-].[K+]. The catalyst is C(O)C.O. The product is [CH3:1][C:2]1([CH3:18])[CH2:5][C:4]([C:6]([OH:8])=[O:7])([C:12]([OH:14])=[O:13])[CH2:3]1. The yield is 0.890. (6) The reactants are [I-].[CH2:2]([O:9][C:10]1[CH:36]=[C:35]([F:37])[C:34]([F:38])=[CH:33][C:11]=1[CH2:12][CH2:13][P+](C1C=CC=CC=1)(C1C=CC=CC=1)C1C=CC=CC=1)[C:3]1[CH:8]=[CH:7][CH:6]=[CH:5][CH:4]=1.[H-].[Na+].[C:41]([O:45][C@@H:46]([C:52]1[C:53]([CH3:95])=[N:54][C:55]2[N:56]([N:90]=[C:91]([CH:93]=O)[CH:92]=2)[C:57]=1[N:58]1[CH2:63][CH2:62][C:61]([O:65][CH2:66][CH2:67][CH2:68][CH2:69][C@H:70]([O:72][Si:73]([C:86]([CH3:89])([CH3:88])[CH3:87])([C:80]2[CH:85]=[CH:84][CH:83]=[CH:82][CH:81]=2)[C:74]2[CH:79]=[CH:78][CH:77]=[CH:76][CH:75]=2)[CH3:71])([CH3:64])[CH2:60][CH2:59]1)[C:47]([O:49][CH2:50][CH3:51])=[O:48])([CH3:44])([CH3:43])[CH3:42]. The catalyst is C1COCC1. The product is [CH2:2]([O:9][C:10]1[CH:36]=[C:35]([F:37])[C:34]([F:38])=[CH:33][C:11]=1[CH2:12][CH:13]=[CH:93][C:91]1[CH:92]=[C:55]2[N:54]=[C:53]([CH3:95])[C:52]([C@H:46]([O:45][C:41]([CH3:44])([CH3:43])[CH3:42])[C:47]([O:49][CH2:50][CH3:51])=[O:48])=[C:57]([N:58]3[CH2:63][CH2:62][C:61]([O:65][CH2:66][CH2:67][CH2:68][CH2:69][C@H:70]([O:72][Si:73]([C:86]([CH3:87])([CH3:88])[CH3:89])([C:74]4[CH:75]=[CH:76][CH:77]=[CH:78][CH:79]=4)[C:80]4[CH:81]=[CH:82][CH:83]=[CH:84][CH:85]=4)[CH3:71])([CH3:64])[CH2:60][CH2:59]3)[N:56]2[N:90]=1)[C:3]1[CH:4]=[CH:5][CH:6]=[CH:7][CH:8]=1. The yield is 0.840.